From a dataset of Forward reaction prediction with 1.9M reactions from USPTO patents (1976-2016). Predict the product of the given reaction. (1) Given the reactants [OH:1][CH:2]([C:8]1[CH:16]=[CH:15][C:14]([C:17]#[N:18])=[C:13]2[C:9]=1[CH:10]=[CH:11][N:12]2[S:19]([C:22]1[CH:28]=[CH:27][C:25]([CH3:26])=[CH:24][CH:23]=1)(=[O:21])=[O:20])[CH2:3][NH:4][CH2:5][CH2:6][OH:7].CCN(C(C)C)C(C)C.[C:38](O[C:38]([O:40][C:41]([CH3:44])([CH3:43])[CH3:42])=[O:39])([O:40][C:41]([CH3:44])([CH3:43])[CH3:42])=[O:39].C1COCC1, predict the reaction product. The product is: [C:17]([C:14]1[CH:15]=[CH:16][C:8]([CH:2]([OH:1])[CH2:3][N:4]([CH2:5][CH2:6][OH:7])[C:38](=[O:39])[O:40][C:41]([CH3:44])([CH3:43])[CH3:42])=[C:9]2[C:13]=1[N:12]([S:19]([C:22]1[CH:23]=[CH:24][C:25]([CH3:26])=[CH:27][CH:28]=1)(=[O:21])=[O:20])[CH:11]=[CH:10]2)#[N:18]. (2) The product is: [Cl:28][C:29]1[CH:30]=[C:31]([C@@H:39]([CH2:43][CH:44]2[CH2:48][CH2:47][CH2:46][CH2:45]2)[C:40]([NH:49][C:50]2[CH:55]=[N:54][C:53]([C:56]3[S:60][C:59]([C:61]#[N:62])=[CH:58][CH:57]=3)=[CH:52][N:51]=2)=[O:42])[CH:32]=[CH:33][C:34]=1[S:35]([CH3:38])(=[O:36])=[O:37]. Given the reactants C1(P(C2C=CC=CC=2)C2C=CC=CC=2)C=CC=CC=1.BrN1C(=O)CCC1=O.[Cl:28][C:29]1[CH:30]=[C:31]([C@@H:39]([CH2:43][CH:44]2[CH2:48][CH2:47][CH2:46][CH2:45]2)[C:40]([OH:42])=O)[CH:32]=[CH:33][C:34]=1[S:35]([CH3:38])(=[O:37])=[O:36].[NH2:49][C:50]1[N:51]=[CH:52][C:53]([C:56]2[S:60][C:59]([C:61]#[N:62])=[CH:58][CH:57]=2)=[N:54][CH:55]=1.N1C=CC=CC=1, predict the reaction product. (3) Given the reactants C(C1N=C(N2CCOCC2)C2N=NN(CC3C=CC=CC=3Cl)C=2N=1)(C)(C)C.[C:28]([C:32]1[N:33]=[C:34](Cl)[C:35]2[N:40]=[N:39][N:38]([CH2:41][C:42]3[CH:47]=[CH:46][CH:45]=[CH:44][C:43]=3[Cl:48])[C:36]=2[N:37]=1)([CH3:31])([CH3:30])[CH3:29].[CH3:50][C:51]1([CH3:57])[CH2:56][O:55][CH2:54][CH2:53][NH:52]1, predict the reaction product. The product is: [C:28]([C:32]1[N:33]=[C:34]([N:52]2[CH2:53][CH2:54][O:55][CH2:56][C:51]2([CH3:57])[CH3:50])[C:35]2[N:40]=[N:39][N:38]([CH2:41][C:42]3[CH:47]=[CH:46][CH:45]=[CH:44][C:43]=3[Cl:48])[C:36]=2[N:37]=1)([CH3:31])([CH3:30])[CH3:29]. (4) Given the reactants C(OC(=O)[C:5]1[CH:10]=[CH:9][C:8]([NH:11][C:12](=[O:38])[CH:13]([N:20]2[C:24]3[CH:25]=[C:26]([F:30])[C:27]([F:29])=[CH:28][C:23]=3[N:22]=[C:21]2[C:31]2[CH:36]=[CH:35][C:34]([Cl:37])=[CH:33][CH:32]=2)[CH:14]2[CH2:19][CH2:18][CH2:17][CH2:16][CH2:15]2)=[CH:7][CH:6]=1)C.ClC1C=CC(C2N(C(C3CCCCC3)C(NC[C@H]3CC[C@H](C(O)=O)CC3)=O)C3C=CC([F:76])=CC=3N=2)=CC=1.[CH3:77][O:78][C:79](=[O:90])[CH2:80][CH2:81]C1C=CC(N)=C(F)C=1.F[P-](F)(F)(F)(F)F.N1(OC(N(C)C)=[N+](C)C)C2N=CC=CC=2N=N1.C(N(C(C)C)C(C)C)C, predict the reaction product. The product is: [CH3:77][O:78][C:79](=[O:90])[CH2:80][CH2:81][C:5]1[CH:10]=[CH:9][C:8]([NH:11][C:12](=[O:38])[CH:13]([N:20]2[C:24]3[CH:25]=[C:26]([F:30])[C:27]([F:29])=[CH:28][C:23]=3[N:22]=[C:21]2[C:31]2[CH:36]=[CH:35][C:34]([Cl:37])=[CH:33][CH:32]=2)[CH:14]2[CH2:15][CH2:16][CH2:17][CH2:18][CH2:19]2)=[C:7]([F:76])[CH:6]=1. (5) Given the reactants NC1C=CC(C(O)=O)=CC=1OC(F)(F)F.Cl.Cl.N[C:19]1[CH:28]=[CH:27][C:22]([C:23]([O:25][CH3:26])=[O:24])=[CH:21][C:20]=1[O:29][C:30]([F:33])([F:32])[F:31].N([O-])=O.[Na+].[Br-:38].[Na+].[O-]S([O-])=O.[Na+].[Na+], predict the reaction product. The product is: [Br:38][C:19]1[CH:28]=[CH:27][C:22]([C:23]([O:25][CH3:26])=[O:24])=[CH:21][C:20]=1[O:29][C:30]([F:33])([F:32])[F:31]. (6) Given the reactants [CH2:1]([N:8]1[CH2:13][C@H:12]([CH3:14])[N:11]([C:15]2[O:16][C:17]3[C:18](=[C:20]([C:24](O)=[O:25])[CH:21]=[CH:22][CH:23]=3)[N:19]=2)[C@@H:10]([CH3:27])[C:9]1=[O:28])[C:2]1[CH:7]=[CH:6][CH:5]=[CH:4][CH:3]=1.Cl.Cl.[NH2:31][C@H:32]1[CH:37]2[CH2:38][CH2:39][N:34]([CH2:35][CH2:36]2)[CH2:33]1, predict the reaction product. The product is: [N:34]12[CH2:33][C@@H:32]([NH:31][C:24]([C:20]3[CH:21]=[CH:22][CH:23]=[C:17]4[O:16][C:15]([N:11]5[C@@H:12]([CH3:14])[CH2:13][N:8]([CH2:1][C:2]6[CH:3]=[CH:4][CH:5]=[CH:6][CH:7]=6)[C:9](=[O:28])[C@@H:10]5[CH3:27])=[N:19][C:18]=34)=[O:25])[CH:37]([CH2:38][CH2:39]1)[CH2:36][CH2:35]2.